Predict the reactants needed to synthesize the given product. From a dataset of Full USPTO retrosynthesis dataset with 1.9M reactions from patents (1976-2016). Given the product [O:11]1[CH2:12][CH2:13][O:14][CH:10]1[C:3]1[CH:4]=[C:5]([O:8][CH3:9])[CH:6]=[CH:7][C:2]=1/[CH:17]=[CH:16]/[C:15]([N:19]1[C@H:23]([C:24]2[CH:29]=[CH:28][CH:27]=[CH:26][CH:25]=2)[CH2:22][O:21][C:20]1=[O:30])=[O:18], predict the reactants needed to synthesize it. The reactants are: Br[C:2]1[CH:7]=[CH:6][C:5]([O:8][CH3:9])=[CH:4][C:3]=1[CH:10]1[O:14][CH2:13][CH2:12][O:11]1.[C:15]([N:19]1[C@H:23]([C:24]2[CH:29]=[CH:28][CH:27]=[CH:26][CH:25]=2)[CH2:22][O:21][C:20]1=[O:30])(=[O:18])[CH:16]=[CH2:17].C1(C)C=CC=CC=1P(C1C=CC=CC=1C)C1C=CC=CC=1C.